From a dataset of Reaction yield outcomes from USPTO patents with 853,638 reactions. Predict the reaction yield, written as a fraction of the theoretical maximum amount of product (1.0 means a 100% yield; for example, 0.34 means a 34% yield). (1) The reactants are [CH3:1][O:2][C:3]1[CH:4]=[C:5]([C:11](=O)[CH2:12][N:13]2[CH2:17][CH2:16][CH2:15][CH:14]2[C:18]2[CH:23]=[CH:22][CH:21]=[C:20]([O:24][CH2:25][CH2:26][CH2:27][N:28]3[CH2:33][CH2:32][CH2:31][CH2:30][CH2:29]3)[CH:19]=2)[CH:6]=[C:7]([O:9][CH3:10])[CH:8]=1.N. The catalyst is CO.C(Cl)Cl. The product is [CH3:10][O:9][C:7]1[CH:6]=[C:5]([C@H:11]2[C:23]3[C:18](=[CH:19][C:20]([O:24][CH2:25][CH2:26][CH2:27][N:28]4[CH2:33][CH2:32][CH2:31][CH2:30][CH2:29]4)=[CH:21][CH:22]=3)[C@@H:14]3[CH2:15][CH2:16][CH2:17][N:13]3[CH2:12]2)[CH:4]=[C:3]([O:2][CH3:1])[CH:8]=1. The yield is 0.900. (2) The reactants are C([Li])CCC.Br[C:7]1[N:12]=[C:11]([O:13][CH3:14])[CH:10]=[CH:9][CH:8]=1.[CH3:15][C:16]([O:19][C:20](=[O:30])[NH:21][CH2:22][CH2:23][C:24](NCOC)=[O:25])([CH3:18])[CH3:17]. The catalyst is O1CCCC1. The product is [CH3:18][C:16]([O:19][C:20](=[O:30])[NH:21][CH2:22][CH2:23][C:24]([C:7]1[CH:8]=[CH:9][CH:10]=[C:11]([O:13][CH3:14])[N:12]=1)=[O:25])([CH3:15])[CH3:17]. The yield is 0.730. (3) The yield is 0.360. The catalyst is C1(P([C-]2C=CC=C2)C2C=CC=CC=2)C=CC=CC=1.[C-]1(P(C2C=CC=CC=2)C2C=CC=CC=2)C=CC=C1.[Fe+2].[Pd](Cl)Cl.O. The reactants are Br[C:2]1[C:7]2=[N:8][C:9]([C:12]([NH2:14])=[O:13])=[CH:10][N:11]=[C:6]2[CH:5]=[N:4][CH:3]=1.[C:15]([C:17]1[CH:22]=[CH:21][C:20](B(O)O)=[CH:19][CH:18]=1)#[N:16].C(=O)([O-])[O-].[Cs+].[Cs+].O1CCOCC1. The product is [C:15]([C:17]1[CH:22]=[CH:21][C:20]([C:2]2[C:7]3=[N:8][C:9]([C:12]([NH2:14])=[O:13])=[CH:10][N:11]=[C:6]3[CH:5]=[N:4][CH:3]=2)=[CH:19][CH:18]=1)#[N:16]. (4) The reactants are CC1C=CC(S(O)(=O)=O)=CC=1.[NH2:12][C:13]1[NH:17][N:16]=[C:15]([CH2:18][CH3:19])[C:14]=1[C:20]#[N:21].[CH2:22]([N:24]1[C:32]2[C:27](=[CH:28][C:29]([C:33](=O)[CH2:34][C:35](OCC)=[O:36])=[CH:30][CH:31]=2)[CH:26]=[N:25]1)[CH3:23]. The product is [CH2:18]([C:15]1[C:14]([C:20]#[N:21])=[C:13]2[NH:12][C:33]([C:29]3[CH:28]=[C:27]4[C:32](=[CH:31][CH:30]=3)[N:24]([CH2:22][CH3:23])[N:25]=[CH:26]4)=[CH:34][C:35](=[O:36])[N:17]2[N:16]=1)[CH3:19]. The yield is 0.740. The catalyst is CCCCO.CO. (5) The yield is 1.00. The reactants are C[O:2][C:3](=[O:20])[CH:4]=[CH:5][C:6]1[CH:11]=[CH:10][C:9]([C:12]([CH3:15])([CH3:14])[CH3:13])=[CH:8][C:7]=1[NH:16][CH:17]([CH3:19])[CH3:18].[OH-].[Na+].Cl. The catalyst is CO.O. The product is [C:12]([C:9]1[CH:10]=[CH:11][C:6]([CH:5]=[CH:4][C:3]([OH:20])=[O:2])=[C:7]([NH:16][CH:17]([CH3:19])[CH3:18])[CH:8]=1)([CH3:15])([CH3:13])[CH3:14]. (6) The reactants are [CH2:1]([C@@:4]1([C:20]2[CH:25]=[CH:24][C:23]([F:26])=[CH:22][CH:21]=2)[O:9][C:8](=[O:10])[N:7]([C@H:11]([C:13]2[CH:18]=[CH:17][C:16](Br)=[CH:15][CH:14]=2)[CH3:12])[CH2:6][CH2:5]1)[CH:2]=[CH2:3].[NH2:27][C:28]1[N:33]=[CH:32][C:31](B(O)O)=[CH:30][CH:29]=1.C([O-])([O-])=O.[Cs+].[Cs+]. The catalyst is O1CCOCC1.Cl[Pd](Cl)([P](C1C=CC=CC=1)(C1C=CC=CC=1)C1C=CC=CC=1)[P](C1C=CC=CC=1)(C1C=CC=CC=1)C1C=CC=CC=1. The product is [CH2:1]([C@@:4]1([C:20]2[CH:25]=[CH:24][C:23]([F:26])=[CH:22][CH:21]=2)[O:9][C:8](=[O:10])[N:7]([C@H:11]([C:13]2[CH:18]=[CH:17][C:16]([C:31]3[CH:32]=[N:33][C:28]([NH2:27])=[CH:29][CH:30]=3)=[CH:15][CH:14]=2)[CH3:12])[CH2:6][CH2:5]1)[CH:2]=[CH2:3]. The yield is 0.900. (7) The reactants are [CH:1]1([NH:4][C:5](=[O:25])[C:6]([C:18]2[CH:23]=[CH:22][C:21]([CH3:24])=[CH:20][CH:19]=2)=[CH:7][C:8]2[CH:17]=[CH:16][C:11]([C:12]([O:14]C)=[O:13])=[CH:10][CH:9]=2)[CH2:3][CH2:2]1.[OH-].[Na+]. The catalyst is CO.O. The product is [CH:1]1([NH:4][C:5](=[O:25])[C:6]([C:18]2[CH:19]=[CH:20][C:21]([CH3:24])=[CH:22][CH:23]=2)=[CH:7][C:8]2[CH:17]=[CH:16][C:11]([C:12]([OH:14])=[O:13])=[CH:10][CH:9]=2)[CH2:3][CH2:2]1. The yield is 0.830.